This data is from Peptide-MHC class II binding affinity with 134,281 pairs from IEDB. The task is: Regression. Given a peptide amino acid sequence and an MHC pseudo amino acid sequence, predict their binding affinity value. This is MHC class II binding data. (1) The peptide sequence is PVNEALAAAGLVGVL. The MHC is DRB3_0101 with pseudo-sequence DRB3_0101. The binding affinity (normalized) is 0.465. (2) The peptide sequence is PFNASDSVGQQIKVI. The MHC is DRB1_0802 with pseudo-sequence DRB1_0802. The binding affinity (normalized) is 0.259. (3) The peptide sequence is GAEVHIGNGGPCLFM. The binding affinity (normalized) is 0.392. The MHC is DRB3_0101 with pseudo-sequence DRB3_0101. (4) The peptide sequence is GAAMVEIALGGVMGG. The binding affinity (normalized) is 0.336. The MHC is DRB1_0801 with pseudo-sequence DRB1_0801.